From a dataset of Reaction yield outcomes from USPTO patents with 853,638 reactions. Predict the reaction yield, written as a fraction of the theoretical maximum amount of product (1.0 means a 100% yield; for example, 0.34 means a 34% yield). (1) The reactants are [O:1]=[C:2]1[NH:11][C:10]2[CH:9]=[C:8]([C:12]([O:14]C)=[O:13])[CH:7]=[CH:6][C:5]=2[N:4]2[CH2:16][CH2:17][CH2:18][CH2:19][CH:3]12.[Li+].[OH-].C1COCC1.O. The product is [O:1]=[C:2]1[NH:11][C:10]2[CH:9]=[C:8]([C:12]([OH:14])=[O:13])[CH:7]=[CH:6][C:5]=2[N:4]2[CH2:16][CH2:17][CH2:18][CH2:19][CH:3]12. The catalyst is CO. The yield is 1.00. (2) The reactants are [NH2:1][CH:2]([C:6]([OH:8])=[O:7])[CH:3]([CH3:5])[OH:4].[CH2:9](O)[CH2:10][CH2:11][CH2:12][CH2:13][CH2:14][CH2:15][CH2:16][CH2:17][CH2:18][CH2:19][CH3:20].CC1C=CC(S(O)(=O)=O)=CC=1. The catalyst is C1(C)C=CC=CC=1. The product is [NH2:1][CH:2]([CH:3]([OH:4])[CH3:5])[C:6]([O:8][CH2:20][CH2:19][CH2:18][CH2:17][CH2:16][CH2:15][CH2:14][CH2:13][CH2:12][CH2:11][CH2:10][CH3:9])=[O:7]. The yield is 0.910. (3) The reactants are [F:1][C:2]1[CH:47]=[CH:46][CH:45]=[C:44]([F:48])[C:3]=1[C:4]([NH:6][C:7]1[CH:12]=[CH:11][CH:10]=[C:9]([C:13]2[C:21]([C:22]3[CH:27]=[CH:26][N:25]=[C:24]([NH:28][C:29]4[CH:34]=[CH:33][CH:32]=[C:31]([CH2:35][N:36](C)[C:37](=O)C(F)(F)F)[CH:30]=4)[N:23]=3)=[C:16]3[CH:17]=[CH:18][CH:19]=[CH:20][N:15]3[N:14]=2)[CH:8]=1)=[O:5].O[Li].O. The catalyst is C1COCC1.O.C(Cl)Cl. The product is [F:1][C:2]1[CH:47]=[CH:46][CH:45]=[C:44]([F:48])[C:3]=1[C:4]([NH:6][C:7]1[CH:12]=[CH:11][CH:10]=[C:9]([C:13]2[C:21]([C:22]3[CH:27]=[CH:26][N:25]=[C:24]([NH:28][C:29]4[CH:34]=[CH:33][CH:32]=[C:31]([CH2:35][NH:36][CH3:37])[CH:30]=4)[N:23]=3)=[C:16]3[CH:17]=[CH:18][CH:19]=[CH:20][N:15]3[N:14]=2)[CH:8]=1)=[O:5]. The yield is 0.420. (4) The reactants are CO[C:3]([CH:5]1[CH2:8][N:7]([C:9]2[N:14]=[CH:13][CH:12]=[CH:11][N:10]=2)[CH2:6]1)=[O:4].Cl.[CH3:16][NH:17][O:18][CH3:19].C([Mg]Cl)(C)C. The catalyst is C1COCC1. The product is [CH3:19][O:18][N:17]([CH3:16])[C:3]([CH:5]1[CH2:6][N:7]([C:9]2[N:10]=[CH:11][CH:12]=[CH:13][N:14]=2)[CH2:8]1)=[O:4]. The yield is 0.980. (5) The reactants are Cl[C:2]1[CH:7]=[CH:6][C:5]([N+:8]([O-])=O)=[CH:4][N:3]=1.[NH2:11][CH2:12][CH2:13][OH:14]. No catalyst specified. The product is [NH2:8][C:5]1[CH:6]=[CH:7][C:2]([NH:11][CH2:12][CH2:13][OH:14])=[N:3][CH:4]=1. The yield is 0.650. (6) The reactants are [Cl:1][C:2]1[CH:3]=[C:4]([CH2:9][C:10]([O:12][CH2:13][CH3:14])=[O:11])[CH:5]=[CH:6][C:7]=1[OH:8].[Br:15]Br. The catalyst is C(Cl)(Cl)(Cl)Cl. The product is [Br:15][C:6]1[CH:5]=[C:4]([CH2:9][C:10]([O:12][CH2:13][CH3:14])=[O:11])[CH:3]=[C:2]([Cl:1])[C:7]=1[OH:8]. The yield is 0.800. (7) The reactants are [NH2:1][C@@H:2]([CH3:38])[C:3]([NH:5][C:6]1[CH:7]=[C:8]2[C:13](=[CH:14][C:15]=1[O:16][CH2:17][CH2:18][CH2:19][O:20][CH3:21])[N:12]=[CH:11][N:10]=[C:9]2[NH:22][C:23]1[CH:28]=[CH:27][C:26]([O:29][CH2:30][C:31]2[CH:36]=[CH:35][CH:34]=[CH:33][N:32]=2)=[C:25]([Cl:37])[CH:24]=1)=[O:4].[C:39](Cl)(=[O:42])[CH:40]=[CH2:41].C(=O)(O)[O-].[Na+]. The catalyst is C1COCC1.O. The product is [Cl:37][C:25]1[CH:24]=[C:23]([NH:22][C:9]2[C:8]3[C:13](=[CH:14][C:15]([O:16][CH2:17][CH2:18][CH2:19][O:20][CH3:21])=[C:6]([NH:5][C:3]([C@@H:2]([NH:1][C:39](=[O:42])[CH:40]=[CH2:41])[CH3:38])=[O:4])[CH:7]=3)[N:12]=[CH:11][N:10]=2)[CH:28]=[CH:27][C:26]=1[O:29][CH2:30][C:31]1[CH:36]=[CH:35][CH:34]=[CH:33][N:32]=1. The yield is 0.250. (8) The product is [F:12][CH:2]([F:1])[C@@H:3]1[CH2:11][C:10]2[C:5](=[CH:6][CH:7]=[CH:8][CH:9]=2)[N:4]1[C:15](=[O:16])[CH2:14][Cl:13]. No catalyst specified. The yield is 0.880. The reactants are [F:1][CH:2]([F:12])[C@@H:3]1[CH2:11][C:10]2[C:5](=[CH:6][CH:7]=[CH:8][CH:9]=2)[NH:4]1.[Cl:13][CH2:14][C:15](Cl)=[O:16].C(N(CC)CC)C.